Predict the reaction yield, written as a fraction of the theoretical maximum amount of product (1.0 means a 100% yield; for example, 0.34 means a 34% yield). From a dataset of Reaction yield outcomes from USPTO patents with 853,638 reactions. (1) The reactants are [N+:1]([C:4]1[CH:5]=[CH:6][CH:7]=[C:8]2[C:13]=1[N:12]=[CH:11][C:10]([S:14]([C:17]1[CH:22]=[CH:21][CH:20]=[CH:19][CH:18]=1)(=[O:16])=[O:15])=[CH:9]2)([O-])=O.O.C(=O)([O-])[O-].[K+].[K+].C(N(CC(O)=O)CC(O)=O)CN(CC(O)=O)CC(O)=O. The catalyst is O1CCCC1.Cl.[Cl-].[Ti+3].[Cl-].[Cl-]. The product is [NH2:1][C:4]1[CH:5]=[CH:6][CH:7]=[C:8]2[C:13]=1[N:12]=[CH:11][C:10]([S:14]([C:17]1[CH:18]=[CH:19][CH:20]=[CH:21][CH:22]=1)(=[O:16])=[O:15])=[CH:9]2. The yield is 0.720. (2) The reactants are [OH:1][C:2]1[CH:3]=[C:4]([C:8]([F:11])([F:10])[F:9])[CH:5]=[CH:6][CH:7]=1.F[C:13]1[CH:18]=[CH:17][CH:16]=[CH:15][C:14]=1[N+:19]([O-:21])=[O:20].[F:22][C:23]([F:39])([F:38])[C:24]1[CH:25]=[C:26]([CH:35]=[CH:36][CH:37]=1)[O:27][C:28]1[CH:34]=[CH:33][CH:32]=[CH:31][C:29]=1[NH2:30].[NH2:40][C:41]1[S:42][CH:43]=[CH:44][N:45]=1. No catalyst specified. The product is [F:11][C:8]([F:9])([F:10])[C:4]1[CH:3]=[C:2]([CH:7]=[CH:6][CH:5]=1)[O:1][C:13]1[CH:18]=[CH:17][CH:16]=[CH:15][C:14]=1[N+:19]([O-:21])=[O:20].[F:22][C:23]([F:38])([F:39])[C:24]1[CH:25]=[C:26]([CH:35]=[CH:36][CH:37]=1)[O:27][C:28]1[CH:34]=[CH:33][CH:32]=[CH:31][C:29]=1[NH:30][C:2]([NH:40][C:41]1[S:42][CH:43]=[CH:44][N:45]=1)=[O:1]. The yield is 0.650. (3) The reactants are [Cl:1][C:2]1[N:7]=[C:6]([C:8]([OH:10])=O)[CH:5]=[CH:4][N:3]=1.[Cl-].[NH4+:12]. No catalyst specified. The product is [Cl:1][C:2]1[N:7]=[C:6]([C:8]([NH2:12])=[O:10])[CH:5]=[CH:4][N:3]=1. The yield is 0.690. (4) The reactants are Cl[C:2]1[N:7]=[CH:6][N:5]=[C:4]([NH:8][C:9]2[CH:14]=[CH:13][CH:12]=[C:11]([NH2:15])[N:10]=2)[CH:3]=1.[CH3:16][O:17][C:18]1[CH:19]=[C:20]([OH:24])[CH:21]=[CH:22][CH:23]=1.C([O-])([O-])=O.[K+].[K+]. The catalyst is CN(C=O)C.CCOC(C)=O. The product is [O:17]([C:18]1[CH:19]=[C:20]([CH:21]=[CH:22][CH:23]=1)[O:24][C:2]1[N:7]=[CH:6][N:5]=[C:4]([NH:8][C:9]2[CH:14]=[CH:13][CH:12]=[C:11]([NH2:15])[N:10]=2)[CH:3]=1)[CH3:16]. The yield is 0.407. (5) The reactants are Br[C:2]1[CH:9]=[CH:8][C:5]([C:6]#[N:7])=[CH:4][CH:3]=1.[CH:10]([C:13]1[CH:14]=[C:15]([OH:19])[CH:16]=[CH:17][CH:18]=1)([CH3:12])[CH3:11]. No catalyst specified. The product is [CH:10]([C:13]1[CH:14]=[C:15]([CH:16]=[CH:17][CH:18]=1)[O:19][C:2]1[CH:9]=[CH:8][C:5]([C:6]#[N:7])=[CH:4][CH:3]=1)([CH3:12])[CH3:11]. The yield is 0.330.